Predict the product of the given reaction. From a dataset of Forward reaction prediction with 1.9M reactions from USPTO patents (1976-2016). (1) Given the reactants Br[C:2]1[CH:7]=[CH:6][C:5]2[C:8]3[CH2:9][N:10]([C:15]([O:17][C:18]([CH3:21])([CH3:20])[CH3:19])=[O:16])[CH2:11][CH2:12][C:13]=3[O:14][C:4]=2[CH:3]=1.[F:22][C:23]([F:38])([F:37])[C:24]1[CH:29]=[CH:28][C:27]([C:30]2[CH:35]=[CH:34][NH:33][C:32](=[O:36])[CH:31]=2)=[CH:26][CH:25]=1, predict the reaction product. The product is: [O:36]=[C:32]1[CH:31]=[C:30]([C:27]2[CH:28]=[CH:29][C:24]([C:23]([F:37])([F:22])[F:38])=[CH:25][CH:26]=2)[CH:35]=[CH:34][N:33]1[C:2]1[CH:7]=[CH:6][C:5]2[C:8]3[CH2:9][N:10]([C:15]([O:17][C:18]([CH3:21])([CH3:20])[CH3:19])=[O:16])[CH2:11][CH2:12][C:13]=3[O:14][C:4]=2[CH:3]=1. (2) Given the reactants [CH:1]([O:4][C:5]1[CH:10]=[CH:9][CH:8]=[C:7]([CH3:11])[CH:6]=1)([CH3:3])[CH3:2].O=P(Cl)(Cl)Cl.CN([CH:20]=[O:21])C.C([O-])(=O)C.[Na+], predict the reaction product. The product is: [CH:1]([O:4][C:5]1[CH:10]=[CH:9][C:8]([CH:20]=[O:21])=[C:7]([CH3:11])[CH:6]=1)([CH3:3])[CH3:2]. (3) Given the reactants [C@@H:1]1([N:10]2[CH:17]=[CH:16][C:14]([NH2:15])=[N:13][C:11]2=[O:12])[O:9][C@H:6]([CH2:7][OH:8])[C@@H:4]([OH:5])[C@H:2]1[OH:3].[C:18](OC(=O)C)(=[O:20])[CH3:19], predict the reaction product. The product is: [C:18]([NH:15][C:14]1[CH:16]=[CH:17][N:10]([C@@H:1]2[O:9][C@H:6]([CH2:7][OH:8])[C@@H:4]([OH:5])[C@H:2]2[OH:3])[C:11](=[O:12])[N:13]=1)(=[O:20])[CH3:19]. (4) Given the reactants Cl.[NH2:2][CH:3]([C:8]1[CH:13]=[CH:12][CH:11]=[CH:10][CH:9]=1)[C:4](OC)=[O:5].[OH-].[NH4+:15], predict the reaction product. The product is: [NH2:2][CH:3]([C:8]1[CH:13]=[CH:12][CH:11]=[CH:10][CH:9]=1)[C:4]([NH2:15])=[O:5]. (5) Given the reactants [F:1][C:2]1[CH:3]=[CH:4][C:5]([OH:11])=[C:6]([C:8](=[O:10])[CH3:9])[CH:7]=1.C(=O)([O-])[O-].[K+].[K+].CC(=O)CC.O.[Br:24][CH2:25][CH2:26]Br, predict the reaction product. The product is: [Br:24][CH2:25][CH2:26][O:11][C:5]1[CH:4]=[CH:3][C:2]([F:1])=[CH:7][C:6]=1[C:8](=[O:10])[CH3:9]. (6) The product is: [CH:17]1([NH:23][C:2]2[CH:7]=[CH:6][CH:5]=[CH:4][C:3]=2[N+:8]([O-:10])=[O:9])[CH2:22][CH2:21][CH2:20][CH2:19][CH2:18]1. Given the reactants Cl[C:2]1[CH:7]=[CH:6][CH:5]=[CH:4][C:3]=1[N+:8]([O-:10])=[O:9].C([O-])([O-])=O.[K+].[K+].[CH:17]1([NH2:23])[CH2:22][CH2:21][CH2:20][CH2:19][CH2:18]1, predict the reaction product. (7) Given the reactants [Cl:1][C:2]1[CH:7]=[CH:6][CH:5]=[CH:4][C:3]=1[CH2:8][CH2:9]/[C:10](=[N:13]/[H])/[NH:11][OH:12].[O:15]=[C:16]1[C:21]([C:28]2[CH:33]=[CH:32][CH:31]=[CH:30][CH:29]=2)([C:22]2[CH:27]=[CH:26][CH:25]=[CH:24][CH:23]=2)[CH2:20][CH2:19][CH2:18][N:17]1[CH2:34][C:35](O)=O.Cl.C(N=C=NCCCN(C)C)C, predict the reaction product. The product is: [Cl:1][C:2]1[CH:7]=[CH:6][CH:5]=[CH:4][C:3]=1[CH2:8][CH2:9][C:10]1[N:13]=[C:35]([CH2:34][N:17]2[CH2:18][CH2:19][CH2:20][C:21]([C:28]3[CH:33]=[CH:32][CH:31]=[CH:30][CH:29]=3)([C:22]3[CH:27]=[CH:26][CH:25]=[CH:24][CH:23]=3)[C:16]2=[O:15])[O:12][N:11]=1. (8) Given the reactants [CH3:1][O:2][C:3]1[CH:4]=[C:5]([CH:11]([CH3:17])[C:12]([O:14]CC)=[O:13])[CH:6]=[CH:7][C:8]=1[O:9][CH3:10].[OH-].[Na+], predict the reaction product. The product is: [CH3:1][O:2][C:3]1[CH:4]=[C:5]([CH:11]([CH3:17])[C:12]([OH:14])=[O:13])[CH:6]=[CH:7][C:8]=1[O:9][CH3:10]. (9) Given the reactants C([O:3][C:4]([C:6]1[CH:7]=[N:8][N:9]([CH2:11][C:12]2[CH:17]=[CH:16][C:15]([C:18]3[O:22][N:21]=[C:20]([CH3:23])[C:19]=3[NH:24][C:25]([O:27][CH:28]([C:30]3[CH:35]=[CH:34][CH:33]=[CH:32][C:31]=3[Cl:36])[CH3:29])=[O:26])=[CH:14][CH:13]=2)[CH:10]=1)=[O:5])C.[OH-].[Li+].C1COCC1, predict the reaction product. The product is: [Cl:36][C:31]1[CH:32]=[CH:33][CH:34]=[CH:35][C:30]=1[CH:28]([O:27][C:25]([NH:24][C:19]1[C:20]([CH3:23])=[N:21][O:22][C:18]=1[C:15]1[CH:16]=[CH:17][C:12]([CH2:11][N:9]2[CH:10]=[C:6]([C:4]([OH:5])=[O:3])[CH:7]=[N:8]2)=[CH:13][CH:14]=1)=[O:26])[CH3:29]. (10) Given the reactants [I-].[CH3:2][S+](C)(C)=O.[H-].[Na+].[I:9][C:10]1[C:18]2[C:13](=[CH:14][C:15](/[CH:19]=[C:20]3/[C:21](=[O:29])[NH:22][C:23]4[C:28]/3=[CH:27][CH:26]=[CH:25][CH:24]=4)=[CH:16][CH:17]=2)[N:12]([CH2:30][O:31][CH2:32][CH2:33][Si:34]([CH3:37])([CH3:36])[CH3:35])[N:11]=1, predict the reaction product. The product is: [I:9][C:10]1[C:18]2[C:13](=[CH:14][C:15]([C@H:19]3[C@@:20]4([C:28]5[C:23](=[CH:24][CH:25]=[CH:26][CH:27]=5)[NH:22][C:21]4=[O:29])[CH2:2]3)=[CH:16][CH:17]=2)[N:12]([CH2:30][O:31][CH2:32][CH2:33][Si:34]([CH3:36])([CH3:35])[CH3:37])[N:11]=1.